Binary Classification. Given a drug SMILES string, predict its activity (active/inactive) in a high-throughput screening assay against a specified biological target. From a dataset of HIV replication inhibition screening data with 41,000+ compounds from the AIDS Antiviral Screen. (1) The molecule is Cc1ccc2cc(N)c3ccc(C)[n+]4c3c2[n+]1[Cu-3]41[n+]2c(C)ccc3cc(N)c4ccc(C)[n+]1c4c32.O=C1OC(C(O)C[O-])C(O)=C1O. The result is 0 (inactive). (2) The molecule is C=C(C(=C)N1N=NC2C3CCC(C3)C21)N1N=NC2C3CCC(C3)C21. The result is 0 (inactive). (3) The drug is O=C(c1ccccc1)C(c1ccccc1)C1(O)C(=O)Nc2ccc(Br)cc21. The result is 0 (inactive). (4) The compound is NN=c1c2ccccc2c2cc3c(cc12)c(=NN)c1ccccc13. The result is 0 (inactive). (5) The drug is Nc1c(C(=O)NN=Cc2ccc(Cl)cc2)sc(=S)n1-c1ccccc1. The result is 0 (inactive).